This data is from Reaction yield outcomes from USPTO patents with 853,638 reactions. The task is: Predict the reaction yield, written as a fraction of the theoretical maximum amount of product (1.0 means a 100% yield; for example, 0.34 means a 34% yield). The reactants are Cl[C:2]1[C:3]([C:10]([O:12][CH3:13])=[O:11])=[N:4][N:5]([CH3:9])[C:6](=[O:8])[CH:7]=1.[F:14][C:15]1[CH:21]=[CH:20][CH:19]=[CH:18][C:16]=1[NH2:17]. No catalyst specified. The product is [F:14][C:15]1[CH:21]=[CH:20][CH:19]=[CH:18][C:16]=1[NH:17][C:2]1[C:3]([C:10]([O:12][CH3:13])=[O:11])=[N:4][N:5]([CH3:9])[C:6](=[O:8])[CH:7]=1. The yield is 0.610.